Predict the product of the given reaction. From a dataset of Forward reaction prediction with 1.9M reactions from USPTO patents (1976-2016). The product is: [Cl:13][C:14]1[CH:15]=[CH:16][C:17]([C:20]2[CH:21]=[CH:22][C:23]([C:26]#[C:27][C:2]3[CH:11]=[CH:10][C:5]([O:6][CH2:7][CH2:8][OH:9])=[C:4]([CH3:12])[CH:3]=3)=[N:24][CH:25]=2)=[CH:18][CH:19]=1. Given the reactants I[C:2]1[CH:11]=[CH:10][C:5]([O:6][CH2:7][CH2:8][OH:9])=[C:4]([CH3:12])[CH:3]=1.[Cl:13][C:14]1[CH:19]=[CH:18][C:17]([C:20]2[CH:21]=[CH:22][C:23]([C:26]#[CH:27])=[N:24][CH:25]=2)=[CH:16][CH:15]=1, predict the reaction product.